From a dataset of Peptide-MHC class II binding affinity with 134,281 pairs from IEDB. Regression. Given a peptide amino acid sequence and an MHC pseudo amino acid sequence, predict their binding affinity value. This is MHC class II binding data. The peptide sequence is LKNCVDAKMTEEDKE. The MHC is HLA-DPA10201-DPB11401 with pseudo-sequence HLA-DPA10201-DPB11401. The binding affinity (normalized) is 0.175.